Dataset: NCI-60 drug combinations with 297,098 pairs across 59 cell lines. Task: Regression. Given two drug SMILES strings and cell line genomic features, predict the synergy score measuring deviation from expected non-interaction effect. Drug 1: C1=CC(=CC=C1CCCC(=O)O)N(CCCl)CCCl. Drug 2: CC(C)CN1C=NC2=C1C3=CC=CC=C3N=C2N. Cell line: MOLT-4. Synergy scores: CSS=25.9, Synergy_ZIP=-4.76, Synergy_Bliss=-11.7, Synergy_Loewe=-13.6, Synergy_HSA=-12.8.